This data is from Kir2.1 potassium channel HTS with 301,493 compounds. The task is: Binary Classification. Given a drug SMILES string, predict its activity (active/inactive) in a high-throughput screening assay against a specified biological target. (1) The compound is S1CC2N(C(=O)CN(CCCN3CCN(CC3)C(c3ccccc3)c3ccccc3)C2=O)C1. The result is 0 (inactive). (2) The result is 0 (inactive). The compound is S=C(N1CCN(CC1)c1c(OC)cccc1)Nc1ccccc1. (3) The drug is S(=O)(=O)(N(CC(OCC)=O)c1ccccc1)c1ccc(F)cc1. The result is 0 (inactive). (4) The compound is S(CC=1OC(N)=C(C(C1C(OCC)=O)c1cccnc1)C#N)c1nc(ccc1C#N)c1ccncc1. The result is 0 (inactive). (5) The molecule is P(=O)(CCCC(NC(=O)C)(C(OCC)=O)C(OCC)=O)(c1ccccc1)c1ccccc1. The result is 0 (inactive).